This data is from Reaction yield outcomes from USPTO patents with 853,638 reactions. The task is: Predict the reaction yield, written as a fraction of the theoretical maximum amount of product (1.0 means a 100% yield; for example, 0.34 means a 34% yield). (1) The reactants are [F:1][C:2]1[CH:7]=[CH:6][C:5]([CH2:8][CH2:9][C:10]([OH:12])=O)=[CH:4][C:3]=1[O:13][CH3:14].CS(O)(=O)=O.[OH-].[Na+]. No catalyst specified. The product is [F:1][C:2]1[CH:7]=[C:6]2[C:5]([CH2:8][CH2:9][C:10]2=[O:12])=[CH:4][C:3]=1[O:13][CH3:14]. The yield is 0.935. (2) The reactants are [CH3:1][O:2][C:3]1[CH:8]=[CH:7][CH:6]=[CH:5][C:4]=1O.CN(C)C1C=CC=CC=1.[C:19]([Cl:22])(Cl)=[O:20].CN(C=[O:27])C. The catalyst is C1(C)C=CC=CC=1.ClC1C=CC=CC=1. The product is [Cl:22][C:19]([O:20][C:4]1[CH:5]=[CH:6][CH:7]=[CH:8][C:3]=1[O:2][CH3:1])=[O:27]. The yield is 0.500. (3) The reactants are Cl.[Cl:2][C:3]1[CH:8]=[CH:7][C:6]([C@H:9]2[N:16]3[C:12]([S:13][C:14]([C:20]([N:22]([CH2:44][CH3:45])[C@@H:23]4[CH2:27][N:26](C(OC(C)(C)C)=O)[C@H:25]([CH2:35][O:36][Si](C(C)(C)C)(C)C)[CH2:24]4)=[O:21])=[C:15]3[CH:17]([CH3:19])[CH3:18])=[N:11][C@:10]2([C:47]2[CH:52]=[CH:51][C:50]([Cl:53])=[CH:49][CH:48]=2)[CH3:46])=[CH:5][CH:4]=1.[OH-].[Na+]. No catalyst specified. The product is [Cl:2][C:3]1[CH:4]=[CH:5][C:6]([C@H:9]2[N:16]3[C:12]([S:13][C:14]([C:20]([N:22]([CH2:44][CH3:45])[C@H:23]4[CH2:24][C@@H:25]([CH2:35][OH:36])[NH:26][CH2:27]4)=[O:21])=[C:15]3[CH:17]([CH3:19])[CH3:18])=[N:11][C@:10]2([C:47]2[CH:48]=[CH:49][C:50]([Cl:53])=[CH:51][CH:52]=2)[CH3:46])=[CH:7][CH:8]=1. The yield is 0.670.